From a dataset of Catalyst prediction with 721,799 reactions and 888 catalyst types from USPTO. Predict which catalyst facilitates the given reaction. (1) Reactant: [C:1]([O:5][C:6]([C:8]1[C:13]([NH2:14])=[CH:12][CH:11]=[C:10]([CH3:15])[N+:9]=1[O-])=[O:7])([CH3:4])([CH3:3])[CH3:2].[N+:17]([C:20]1[CH:28]=[CH:27][C:23]([C:24](Cl)=[O:25])=[CH:22][CH:21]=1)([O-:19])=[O:18].C(N(CC)CC)C.[Cl:36]C(Cl)(OC(=O)OC(Cl)(Cl)Cl)Cl.O.C(=O)(O)[O-].[Na+]. Product: [C:1]([O:5][C:6]([C:8]1([C:24](=[O:25])[C:23]2[CH:22]=[CH:21][C:20]([N+:17]([O-:19])=[O:18])=[CH:28][CH:27]=2)[C:13]([NH2:14])=[CH:12][CH:11]=[C:10]([CH2:15][Cl:36])[NH:9]1)=[O:7])([CH3:4])([CH3:3])[CH3:2]. The catalyst class is: 22. (2) Reactant: [C:1]1([C:7]2[NH:8][CH:9]=[C:10]([C:12]3[CH:17]=[CH:16][N:15]=[CH:14][CH:13]=3)[N:11]=2)[CH:6]=[CH:5][CH:4]=[CH:3][CH:2]=1.[H-].[Na+].[CH3:20][Si:21]([CH3:28])([CH3:27])[CH2:22][CH2:23][O:24][CH2:25]Cl.C(=O)([O-])O.[Na+]. Product: [C:1]1([C:7]2[N:8]([CH2:25][O:24][CH2:23][CH2:22][Si:21]([CH3:28])([CH3:27])[CH3:20])[CH:9]=[C:10]([C:12]3[CH:13]=[CH:14][N:15]=[CH:16][CH:17]=3)[N:11]=2)[CH:2]=[CH:3][CH:4]=[CH:5][CH:6]=1. The catalyst class is: 3. (3) Reactant: ClC1C=C(OCCO)C(OCC2C(OC)=CC=C(F)C=2F)=CC=1[N:24]1[C:32](=[O:33])[NH:31][C:30]2[C:25]1=[N:26][C:27]([CH3:36])=[N:28][C:29]=2[O:34][CH3:35].C(N(CC)CC)C.CS(Cl)(=O)=O.Cl. Product: [CH3:35][O:34][C:29]1[N:28]=[C:27]([CH3:36])[N:26]=[C:25]2[C:30]=1[NH:31][C:32](=[O:33])[NH:24]2. The catalyst class is: 2. (4) Reactant: C([BH-](C(CC)C)C(CC)C)(CC)C.[Li+].[C:15]([O:19][C:20]([NH:22][C@@:23]1([C:37]([O:39][C:40]([CH3:43])([CH3:42])[CH3:41])=[O:38])[CH2:28][C:27](=[O:29])[C@@H:26]2[C@H:24]1[C@H:25]2[C:30]([O:32][C:33]([CH3:36])([CH3:35])[CH3:34])=[O:31])=[O:21])([CH3:18])([CH3:17])[CH3:16].C(=O)(O)[O-].[Na+].OO. Product: [C:15]([O:19][C:20]([NH:22][C@@:23]1([C:37]([O:39][C:40]([CH3:43])([CH3:42])[CH3:41])=[O:38])[CH2:28][C@H:27]([OH:29])[C@@H:26]2[C@H:24]1[C@H:25]2[C:30]([O:32][C:33]([CH3:35])([CH3:34])[CH3:36])=[O:31])=[O:21])([CH3:18])([CH3:16])[CH3:17]. The catalyst class is: 7. (5) Reactant: Br[C:2]1[CH:9]=[C:8]([C:10]([F:13])([F:12])[F:11])[CH:7]=[C:6]([Cl:14])[C:3]=1[CH:4]=[O:5].CC1(C)C(C)(C)OB([C:23]2[CH:24]=[CH:25][C:26]([C:29]([NH:31][CH2:32][CH2:33][C:34]([O:36][CH2:37][CH3:38])=[O:35])=[O:30])=[N:27][CH:28]=2)O1.C([O-])([O-])=O.[K+].[K+]. Product: [Cl:14][C:6]1[C:3]([CH:4]=[O:5])=[C:2]([C:23]2[CH:24]=[CH:25][C:26]([C:29]([NH:31][CH2:32][CH2:33][C:34]([O:36][CH2:37][CH3:38])=[O:35])=[O:30])=[N:27][CH:28]=2)[CH:9]=[C:8]([C:10]([F:13])([F:12])[F:11])[CH:7]=1. The catalyst class is: 75.